Dataset: Experimentally validated miRNA-target interactions with 360,000+ pairs, plus equal number of negative samples. Task: Binary Classification. Given a miRNA mature sequence and a target amino acid sequence, predict their likelihood of interaction. (1) The miRNA is dme-miR-311-3p with sequence UAUUGCACAUUCACCGGCCUGA. The protein sequence of the target gene is MSGSSGGATAPAASSGPAAAASAAGSGCGGGAGEGAEEAAKDLADIAAFFRSGFRKNDEMKAMDVLPILKEKVAYLSGGRDKRGGPILTFPARSNHDRIRQEDLRRLISYLACIPSEEVCKRGFTVIVDMRGSKWDSIKPLLKILQESFPCCIHIALIIKPDNFWQKQRTNFGSSKFEFETNMVSLEGLTKVVDPSQLTPEFDGCLEYNHEEWIEIRVAFEEYISNAAHMLSRLEELQDVLAKKELPQDLEGARNMIDEHSQLKKKVIKAPIEDLDLEGQKLLQRIQSSDSFPKKNSGSG.... Result: 0 (no interaction). (2) The miRNA is hsa-miR-6883-5p with sequence AGGGAGGGUGUGGUAUGGAUGU. The protein sequence of the target gene is MGRPAPRPLLLALLSLAVCRGRVVRVPAGTLVRVVGTELVIPCNVSDYDGPSEQNFDWSFSSSGSSFVELASTWEVGFPAQLYRERLQRGDILLRRTANDAVELHIKNVQPSDQGHYKCSTPSTDATVQGNYEDTVQVKVLADALVVGPSSRPPPGLSLREGEPFELRCIASTTSPLHTHLALRWELHRGPVHRSILALSHEGRFHPGPGYEQRYHSGDVRLDTVGSDAYRLSVARALSADQGSYRCVVSEWITEQGSWQEIQEKAVEVATVVIQPTALQLAVPRTVSVTEGKDLDLSCN.... Result: 0 (no interaction). (3) The miRNA is hsa-miR-5571-5p with sequence CAAUUCUCAAAGGAGCCUCCC. The protein sequence of the target gene is MEAARTERPAGRPGAPLVRTGLLLLSTWVLAGAEITWDATGGPGRPAAPASRPPALSPLSPRAVASQWPEELASARRAAVLGRRAGPELLPQQGGGRGGEMQVEAGGTSPAGERRGRGIPAPAKLGGARRSRRAQPPITQERGDAWATAPADGSRGSRPLAKGSREEVKAPRAGGSAAEDLRLPSTSFALTGDSAHNQAMVHWSGHNSSVILILTKLYDFNLGSVTESSLWRSTDYGTTYEKLNDKVGLKTVLSYLYVNPTNKRKIMLLSDPEMESSILISSDEGATYQKYRLTFYIQSL.... Result: 0 (no interaction). (4) The miRNA is mmu-miR-211-5p with sequence UUCCCUUUGUCAUCCUUUGCCU. Result: 1 (interaction). The protein sequence of the target gene is MTNPMMSVSSLLTSGQQKVPMVPSPFGPPIVDRDVLSSSIAPTDPSQFCVPSQFGSSGLPNANMPNPLSSHFYSGWGILPPEPIKAVTTRNEMFERHHAARAEMEMYSLYQQRRMERVNPKGLSGLGIPLFYGSSCLGGPTGFQGRSTLPASDVHLHRSTFRHLQGNPILLATRPHFTECWGQKYRLRRGAVYQKPPESDTESFKSQAEEKSSSQMPTLSYEEEEYIKDPDIEVDNQQKPRVADGKPTTVPANPHGELHTHQRKPSSLEANAWDDGKGKPSEQVYEGCDGKNGVFRPVSI.... (5) The miRNA is hsa-miR-548x-3p with sequence UAAAAACUGCAAUUACUUUC. The protein sequence of the target gene is MKKVKKKRSEARRHRDSTSQHASSNSTSQQPSPESTPQQPSPESTPQQPSPESTPQHSSLETTSRQPAFQALPAPEIRRSSCCLLSPDANVKAAPQSRKAGPLIRAGPHSCSCATCPCSSACWRRLGLCHSRIFDVLLPRDWQMAPGRGLPNLLTFYRKSSRKPSSHRNACPPSPRNCGCGSGGSRSCLLHH. Result: 0 (no interaction). (6) The miRNA is hsa-miR-4771 with sequence AGCAGACUUGACCUACAAUUA. The protein sequence of the target gene is MASSAASSEHFEKLHEIFRGLHEDLQGVPERLLGTAGTEEKKKLIRDFDEKQQEANETLAEMEEELRYAPLSFRNPMMSKLRNYRKDLAKLHREVRSTPLTATPGGRGDMKYGIYAVENEHMNRLQSQRAMLLQGTESLNRATQSIERSHRIATETDQIGSEIIEELGEQRDQLERTKSRLVNTSENLSKSRKILRSMSRKVTTNKLLLSIIILLELAILGGLVYYKFFRSH. Result: 0 (no interaction).